This data is from Full USPTO retrosynthesis dataset with 1.9M reactions from patents (1976-2016). The task is: Predict the reactants needed to synthesize the given product. (1) Given the product [Br:1][CH2:2][C:3]1([CH2:11][O:12][Si:22]([C:18]([CH3:21])([CH3:20])[CH3:19])([CH3:25])[CH3:24])[CH2:4][O:5][C:6]([CH3:9])([CH3:10])[O:7][CH2:8]1, predict the reactants needed to synthesize it. The reactants are: [Br:1][CH2:2][C:3]1([CH2:11][OH:12])[CH2:8][O:7][C:6]([CH3:10])([CH3:9])[O:5][CH2:4]1.N1C=CN=C1.[C:18]([Si:22]([CH3:25])([CH3:24])Cl)([CH3:21])([CH3:20])[CH3:19].[Cl-].[NH4+]. (2) Given the product [CH2:18]([O:20][C:21](=[O:22])[C:23]1[CH:28]=[CH:27][C:26]([C:14]2[CH:15]=[N:16][C:2]([NH2:1])=[C:3]([C:4](=[O:5])[NH:6][C:7]3[CH:12]=[CH:11][N:10]=[CH:9][CH:8]=3)[CH:13]=2)=[CH:25][CH:24]=1)[CH3:19], predict the reactants needed to synthesize it. The reactants are: [NH2:1][C:2]1[N:16]=[CH:15][C:14](Br)=[CH:13][C:3]=1[C:4]([NH:6][C:7]1[CH:12]=[CH:11][N:10]=[CH:9][CH:8]=1)=[O:5].[CH2:18]([O:20][C:21]([C:23]1[CH:28]=[CH:27][C:26](B(O)O)=[CH:25][CH:24]=1)=[O:22])[CH3:19]. (3) Given the product [CH2:1]([O:4][C:5]1[CH:10]=[CH:9][CH:8]=[C:7]([CH2:11][Br:14])[CH:6]=1)[CH:2]=[CH2:3], predict the reactants needed to synthesize it. The reactants are: [CH2:1]([O:4][C:5]1[CH:6]=[C:7]([CH2:11]O)[CH:8]=[CH:9][CH:10]=1)[CH:2]=[CH2:3].C(Br)(Br)(Br)[Br:14].C1(P(C2C=CC=CC=2)C2C=CC=CC=2)C=CC=CC=1. (4) The reactants are: C1(P(C2C=CC=CC=2)C2C=CC=CC=2)C=CC=CC=1.[Cl:20][CH2:21][CH2:22][CH2:23][OH:24].[Cl:25][C:26]1[C:35]2[C:30](=[CH:31][C:32](O)=[C:33]([O:36][CH3:37])[CH:34]=2)[N:29]=[CH:28][N:27]=1.N(C(OC(C)(C)C)=O)=NC(OC(C)(C)C)=O. Given the product [Cl:25][C:26]1[C:35]2[C:30](=[CH:31][C:32]([O:24][CH2:23][CH2:22][CH2:21][Cl:20])=[C:33]([O:36][CH3:37])[CH:34]=2)[N:29]=[CH:28][N:27]=1, predict the reactants needed to synthesize it. (5) Given the product [Cl:1][C:2]1[CH:3]=[C:4]([C:8]2[O:12][N:11]=[C:10]([CH2:13][N:14]([CH:15]3[CH2:16][CH2:17]3)[C:20]([NH:19][CH3:18])=[S:21])[CH:9]=2)[CH:5]=[CH:6][CH:7]=1, predict the reactants needed to synthesize it. The reactants are: [Cl:1][C:2]1[CH:3]=[C:4]([C:8]2[O:12][N:11]=[C:10]([CH2:13][NH:14][CH:15]3[CH2:17][CH2:16]3)[CH:9]=2)[CH:5]=[CH:6][CH:7]=1.[CH3:18][N:19]=[C:20]=[S:21]. (6) Given the product [NH:1]1[C:9]2[C:4](=[CH:5][CH:6]=[CH:7][CH:8]=2)[C:3]([C:10]([NH2:15])=[O:12])=[N:2]1, predict the reactants needed to synthesize it. The reactants are: [NH:1]1[C:9]2[C:4](=[CH:5][CH:6]=[CH:7][CH:8]=2)[C:3]([C:10]([O:12]CC)=O)=[N:2]1.[NH3:15]. (7) Given the product [S:1]1[C:5]2[CH:6]=[CH:7][CH:8]=[CH:9][C:4]=2[C:3]([N:10]2[CH2:15][CH2:14][N:13]([CH2:16][CH2:17][C:18]3[CH:19]=[C:23]4[C:24]([CH2:20][CH2:21][CH:22]4[NH:27][C:35](=[O:37])[CH3:36])=[CH:25][CH:26]=3)[CH2:12][CH2:11]2)=[N:2]1, predict the reactants needed to synthesize it. The reactants are: [S:1]1[C:5]2[CH:6]=[CH:7][CH:8]=[CH:9][C:4]=2[C:3]([N:10]2[CH2:15][CH2:14][N:13]([CH2:16][CH2:17][C:18]3[CH:19]=[C:20]4[C:24](=[CH:25][CH:26]=3)[CH2:23][CH:22]([NH2:27])[CH2:21]4)[CH2:12][CH2:11]2)=[N:2]1.CCN(CC)CC.[C:35](Cl)(=[O:37])[CH3:36]. (8) Given the product [CH:23]1([N:22]([CH2:21][C:20]2[CH:26]=[CH:27][CH:28]=[CH:29][C:19]=2[C:15]2([CH3:14])[CH2:16][O:17][CH2:18]2)[C:8]([C:7]2[C:3]([CH:2]([F:13])[F:1])=[N:4][N:5]([CH3:12])[C:6]=2[F:11])=[O:9])[CH2:24][CH2:25]1, predict the reactants needed to synthesize it. The reactants are: [F:1][CH:2]([F:13])[C:3]1[C:7]([C:8](Cl)=[O:9])=[C:6]([F:11])[N:5]([CH3:12])[N:4]=1.[CH3:14][C:15]1([C:19]2[CH:29]=[CH:28][CH:27]=[CH:26][C:20]=2[CH2:21][NH:22][CH:23]2[CH2:25][CH2:24]2)[CH2:18][O:17][CH2:16]1.C(N(CC)CC)C. (9) Given the product [C:56]([C:51]1[CH:52]=[C:53]2[C:48](=[C:49]([F:60])[CH:50]=1)[C:47](=[O:61])[N:46]([C:41]1[CH:42]=[C:43]([F:45])[CH:44]=[C:37]([C:6]3[CH:5]=[C:4]([NH:17][C:18]4[CH:23]=[CH:22][C:21]([N:24]5[CH2:29][CH2:28][N:27]([CH:30]6[CH2:31][O:32][CH2:33]6)[CH2:26][C@H:25]5[CH3:34])=[CH:20][N:19]=4)[C:3](=[O:35])[N:2]([CH3:1])[CH:7]=3)[C:38]=1[CH:39]=[O:40])[N:55]=[CH:54]2)([CH3:59])([CH3:57])[CH3:58], predict the reactants needed to synthesize it. The reactants are: [CH3:1][N:2]1[CH:7]=[C:6](B2OC(C)(C)C(C)(C)O2)[CH:5]=[C:4]([NH:17][C:18]2[CH:23]=[CH:22][C:21]([N:24]3[CH2:29][CH2:28][N:27]([CH:30]4[CH2:33][O:32][CH2:31]4)[CH2:26][C@H:25]3[CH3:34])=[CH:20][N:19]=2)[C:3]1=[O:35].Br[C:37]1[CH:44]=[C:43]([F:45])[CH:42]=[C:41]([N:46]2[N:55]=[CH:54][C:53]3[C:48](=[C:49]([F:60])[CH:50]=[C:51]([C:56]([CH3:59])([CH3:58])[CH3:57])[CH:52]=3)[C:47]2=[O:61])[C:38]=1[CH:39]=[O:40].[O-]P([O-])([O-])=O.[K+].[K+].[K+].CC([O-])=O.[Na+].